Dataset: Catalyst prediction with 721,799 reactions and 888 catalyst types from USPTO. Task: Predict which catalyst facilitates the given reaction. (1) Reactant: [C:1]1([C:11]2[C:23]3[C:22]4[C:17](=[CH:18][CH:19]=[CH:20][CH:21]=4)[C:16]4([C:35]5[C:34](OC)=[CH:33][CH:32]=[C:31]([C:38]6[C:47]7[C:42](=[CH:43][CH:44]=[CH:45][CH:46]=7)[CH:41]=[CH:40][CH:39]=6)[C:30]=5[C:29]5[C:24]4=[CH:25][CH:26]=[CH:27][CH:28]=5)[C:15]=3[C:14](OC)=[CH:13][CH:12]=2)[C:10]2[C:5](=[CH:6][CH:7]=[CH:8][CH:9]=2)[CH:4]=[CH:3][CH:2]=1.C1(N2C(Cl)=NN=N2)C=CC=CC=1.C([O-])([O-])=O.[K+].[K+]. Product: [C:38]1([C:31]2[C:30]3[C:29]4[C:24](=[CH:25][CH:26]=[CH:27][CH:28]=4)[C:16]4([C:15]5[CH:14]=[CH:13][CH:12]=[C:11]([C:1]6[C:10]7[C:5](=[CH:6][CH:7]=[CH:8][CH:9]=7)[CH:4]=[CH:3][CH:2]=6)[C:23]=5[C:22]5[C:17]4=[CH:18][CH:19]=[CH:20][CH:21]=5)[C:35]=3[CH:34]=[CH:33][CH:32]=2)[C:47]2[C:42](=[CH:43][CH:44]=[CH:45][CH:46]=2)[CH:41]=[CH:40][CH:39]=1. The catalyst class is: 21. (2) Reactant: [NH2:1][CH2:2][CH2:3][C:4]1([OH:43])[CH2:9][CH2:8][CH2:7][CH2:6][C@@H:5]1[N:10]1[C:14]([C:15]2[CH:20]=[CH:19][CH:18]=[CH:17][CH:16]=2)=[C:13]([C:21]([N:23]2[CH2:28][CH2:27][N:26]([C:29]([O:31][C:32]([CH3:35])([CH3:34])[CH3:33])=[O:30])[CH2:25][C@H:24]2[CH2:36][C:37]2[CH:42]=[CH:41][CH:40]=[CH:39][CH:38]=2)=[O:22])[N:12]=[CH:11]1.C(N(CC)CC)C.[C:51](Cl)(=[O:53])[CH3:52].C(=O)(O)[O-].[Na+]. Product: [C:51]([NH:1][CH2:2][CH2:3][C:4]1([OH:43])[CH2:9][CH2:8][CH2:7][CH2:6][C@@H:5]1[N:10]1[C:14]([C:15]2[CH:16]=[CH:17][CH:18]=[CH:19][CH:20]=2)=[C:13]([C:21]([N:23]2[CH2:28][CH2:27][N:26]([C:29]([O:31][C:32]([CH3:35])([CH3:33])[CH3:34])=[O:30])[CH2:25][C@H:24]2[CH2:36][C:37]2[CH:38]=[CH:39][CH:40]=[CH:41][CH:42]=2)=[O:22])[N:12]=[CH:11]1)(=[O:53])[CH3:52]. The catalyst class is: 4. (3) Reactant: [CH2:1](Cl)[CH:2]=[CH:3][C:4]1[CH:9]=[CH:8][CH:7]=[CH:6][CH:5]=1.[Br:11][C:12]1[C:13]([CH3:19])=[C:14]([CH:16]=[CH:17][CH:18]=1)[NH2:15].C(=O)(O)[O-:21].[Na+]. Product: [Br:11][C:12]1[C:13]([CH3:19])=[C:14]([NH:15][C:1](=[O:21])/[CH:2]=[CH:3]/[C:4]2[CH:9]=[CH:8][CH:7]=[CH:6][CH:5]=2)[CH:16]=[CH:17][CH:18]=1. The catalyst class is: 13.